From a dataset of Catalyst prediction with 721,799 reactions and 888 catalyst types from USPTO. Predict which catalyst facilitates the given reaction. (1) Reactant: [Cl:1][C:2]1[CH:9]=[CH:8][C:5]([CH:6]=O)=[CH:4][CH:3]=1.[CH2:10]([NH2:12])[CH3:11].O.[BH4-].[Na+]. Product: [Cl:1][C:2]1[CH:9]=[CH:8][C:5]([CH2:6][NH:12][CH2:10][CH3:11])=[CH:4][CH:3]=1. The catalyst class is: 5. (2) The catalyst class is: 363. Reactant: [CH2:1]([N:3]([CH2:14][CH2:15][NH:16][C:17]([C:19]1[CH:28]=[N:27][C:26]2[C:21](=[CH:22][CH:23]=[C:24]([I:29])[CH:25]=2)[N:20]=1)=[O:18])[CH2:4][CH2:5][O:6][C:7]1[C:8]([F:13])=[N:9][CH:10]=[CH:11][CH:12]=1)[CH3:2].[ClH:30]. Product: [ClH:30].[ClH:30].[CH2:1]([N:3]([CH2:14][CH2:15][NH:16][C:17]([C:19]1[CH:28]=[N:27][C:26]2[C:21](=[CH:22][CH:23]=[C:24]([I:29])[CH:25]=2)[N:20]=1)=[O:18])[CH2:4][CH2:5][O:6][C:7]1[C:8]([F:13])=[N:9][CH:10]=[CH:11][CH:12]=1)[CH3:2]. (3) Reactant: [BH-](OC(C)=O)(OC(C)=O)OC(C)=O.[Na+].C(O)(=O)C.[Cl:19][C:20]1[CH:25]=[CH:24][C:23]([C:26]2[CH:27]=[CH:28][C:29]([C:32]#[C:33][C:34]3[CH:35]=[CH:36][C:37]([N:40]4[CH2:44][CH2:43][C:42](=O)[CH2:41]4)=[N:38][CH:39]=3)=[N:30][CH:31]=2)=[CH:22][CH:21]=1.[CH3:46][CH:47]1[CH2:52][CH2:51][NH:50][CH2:49][CH2:48]1.C([O-])(O)=O.[Na+]. Product: [Cl:19][C:20]1[CH:25]=[CH:24][C:23]([C:26]2[CH:27]=[CH:28][C:29]([C:32]#[C:33][C:34]3[CH:35]=[CH:36][C:37]([N:40]4[CH2:44][CH2:43][CH:42]([N:50]5[CH2:51][CH2:52][CH:47]([CH3:46])[CH2:48][CH2:49]5)[CH2:41]4)=[N:38][CH:39]=3)=[N:30][CH:31]=2)=[CH:22][CH:21]=1. The catalyst class is: 1. (4) Reactant: [Cl:1][C:2]1[N:10]=[CH:9][CH:8]=[CH:7][C:3]=1[C:4](Cl)=[O:5].N1C=CC=CC=1.[CH3:17][CH2:18][O:19][C:20]1[CH:21]=[CH:22][C:23]([NH2:26])=[CH:24][CH:25]=1. Product: [Cl:1][C:2]1[C:3]([C:4]([NH:26][C:23]2[CH:22]=[CH:21][C:20]([O:19][CH2:18][CH3:17])=[CH:25][CH:24]=2)=[O:5])=[CH:7][CH:8]=[CH:9][N:10]=1. The catalyst class is: 2. (5) The catalyst class is: 15. Reactant: [OH:1]N1[C:6](=O)[CH2:5][CH2:4][C:3]1=[O:8].[CH3:9][C:10]1[CH:11]=[CH:12][C:13]([C:16]([OH:18])=[O:17])=[CH:14][CH:15]=1.[O:19]=O. Product: [C:16]([OH:18])(=[O:17])[C:13]1[CH:12]=[CH:11][C:4]([C:3]([OH:8])=[O:19])=[CH:5][CH:6]=1.[CH:9]([C:10]1[CH:15]=[CH:14][C:13]([C:16]([OH:18])=[O:17])=[CH:12][CH:11]=1)=[O:1].[CH3:9][C:10]1[CH:11]=[CH:12][C:13]([C:16]([OH:18])=[O:17])=[CH:14][CH:15]=1. (6) Reactant: [CH3:1][C:2]1[CH:3]=[C:4]2[C:9](=[CH:10][CH:11]=1)[N:8]=[C:7]([N:12]1[CH2:18][C:17]3[CH:19]=[CH:20][CH:21]=[CH:22][C:16]=3[S:15](=[O:23])[CH2:14][CH2:13]1)[NH:6][C:5]2=O.F[P-](F)(F)(F)(F)F.N1(O[P+](N(C)C)(N(C)C)N(C)C)C2C=CC=CC=2N=N1.[N:52]12[CH2:62][CH2:61][CH2:60][N:59]=C1CCCCC2.NCC1(NC)[CH2:68][O:67][CH2:66]1. Product: [NH2:52][CH2:62][C:61]1([CH2:60][NH:59][C:5]2[C:4]3[C:9](=[CH:10][CH:11]=[C:2]([CH3:1])[CH:3]=3)[N:8]=[C:7]([N:12]3[CH2:18][C:17]4[CH:19]=[CH:20][CH:21]=[CH:22][C:16]=4[S:15](=[O:23])[CH2:14][CH2:13]3)[N:6]=2)[CH2:68][O:67][CH2:66]1. The catalyst class is: 35. (7) Reactant: Cl[C:2]1[CH:7]=[CH:6][CH:5]=[CH:4][C:3]=1[C@@H:8]1[N:12]([C:13]([C:15]2[CH:20]=[CH:19][C:18](C3C=CC=CC=3C#N)=[CH:17][CH:16]=2)=[O:14])[C@H:11]([C:29]([O:31][CH3:32])=[O:30])[CH2:10][CH2:9]1.[ClH:33].[NH2:34][OH:35].C([N:38]([CH2:41][CH3:42])CC)C. Product: [CH3:32][O:31][C:29]([C@@H:11]1[CH2:10][CH2:9][C@H:8]([C:3]2[CH:2]=[CH:7][CH:6]=[CH:5][C:4]=2[Cl:33])[N:12]1[C:13]([C:15]1[C:20]([C:6]2[CH:7]=[CH:2][CH:3]=[CH:4][C:42]=2/[C:41](=[N:34]\[OH:35])/[NH2:38])=[CH:19][CH:18]=[CH:17][CH:16]=1)=[O:14])=[O:30]. The catalyst class is: 14.